Dataset: Catalyst prediction with 721,799 reactions and 888 catalyst types from USPTO. Task: Predict which catalyst facilitates the given reaction. (1) Reactant: [C:1]([O:5][C:6]([NH:8][CH:9]([CH2:20][C:21](=[O:34])[NH:22][CH2:23][CH:24]([OH:33])[CH:25]([OH:32])[CH:26]([OH:31])[CH:27]([OH:30])[CH2:28][OH:29])[C:10]([O:12]CC1C=CC=CC=1)=[O:11])=[O:7])([CH3:4])([CH3:3])[CH3:2]. Product: [C:1]([O:5][C:6]([NH:8][CH:9]([CH2:20][C:21](=[O:34])[NH:22][CH2:23][CH:24]([OH:33])[CH:25]([OH:32])[CH:26]([OH:31])[CH:27]([OH:30])[CH2:28][OH:29])[C:10]([OH:12])=[O:11])=[O:7])([CH3:4])([CH3:2])[CH3:3]. The catalyst class is: 8. (2) Reactant: [NH2:1][C:2]1[NH:6][C:5]2[CH:7]=[C:8]([O:11][C:12]3[CH:13]=[C:14]([NH:18][C:19](=[O:25])[O:20][C:21]([CH3:24])([CH3:23])[CH3:22])[CH:15]=[CH:16][CH:17]=3)[CH:9]=[CH:10][C:4]=2[N:3]=1.[CH:26]1([C:29](Cl)=[O:30])[CH2:28][CH2:27]1.CO.[OH-].[Na+]. Product: [CH:26]1([C:29]([NH:1][C:2]2[NH:6][C:5]3[CH:7]=[C:8]([O:11][C:12]4[CH:13]=[C:14]([NH:18][C:19](=[O:25])[O:20][C:21]([CH3:22])([CH3:24])[CH3:23])[CH:15]=[CH:16][CH:17]=4)[CH:9]=[CH:10][C:4]=3[N:3]=2)=[O:30])[CH2:28][CH2:27]1. The catalyst class is: 537. (3) Reactant: [CH2:1]([O:3][C:4]([C:6]1[C:7](=[O:34])[N:8](CC2C=CC(OC)=CC=2)[C:9]2[C:14]([C:15]=1OS(C(F)(F)F)(=O)=O)=[CH:13][C:12]([Cl:24])=[CH:11][CH:10]=2)=[O:5])[CH3:2].[CH:35](/B(O)O)=[CH:36]\[CH2:37][CH2:38][CH3:39].C([O-])(O)=O.[Na+].COCCOC.O. Product: [CH2:1]([O:3][C:4]([C:6]1[C:7](=[O:34])[NH:8][C:9]2[C:14]([C:15]=1[CH:35]=[CH:36][CH2:37][CH2:38][CH3:39])=[CH:13][C:12]([Cl:24])=[CH:11][CH:10]=2)=[O:5])[CH3:2]. The catalyst class is: 257. (4) Reactant: [C:1]([CH2:3][C:4]([NH2:6])=[O:5])#[N:2].[C:7](OCC)(=[O:12])[CH2:8][C:9]([CH3:11])=O.[OH-].[K+]. Product: [C:1]([C:3]1[C:4]([OH:5])=[N:6][C:7]([OH:12])=[CH:8][C:9]=1[CH3:11])#[N:2]. The catalyst class is: 5. (5) Product: [F:26][C:27]1[CH:32]=[CH:31][C:30]([C:22]2[CH:21]=[N:20][N:19]([C:6]([C:13]3[CH:18]=[CH:17][CH:16]=[CH:15][CH:14]=3)([C:7]3[CH:12]=[CH:11][CH:10]=[CH:9][CH:8]=3)[C:5]3[CH:24]=[CH:25][CH:2]=[CH:3][CH:4]=3)[CH:23]=2)=[CH:29][CH:28]=1. The catalyst class is: 9. Reactant: Br[C:2]1[CH:25]=[CH:24][C:5]([C:6]([N:19]2[CH:23]=[CH:22][CH:21]=[N:20]2)([C:13]2[CH:18]=[CH:17][CH:16]=[CH:15][CH:14]=2)[C:7]2[CH:12]=[CH:11][CH:10]=[CH:9][CH:8]=2)=[CH:4][CH:3]=1.[F:26][C:27]1[CH:32]=[CH:31][C:30](B(O)O)=[CH:29][CH:28]=1.C(=O)([O-])[O-].[Cs+].[Cs+].